From a dataset of Reaction yield outcomes from USPTO patents with 853,638 reactions. Predict the reaction yield, written as a fraction of the theoretical maximum amount of product (1.0 means a 100% yield; for example, 0.34 means a 34% yield). (1) The reactants are C([O:3][C:4](=[O:34])[C:5]1[CH:10]=[CH:9][C:8]([N:11]2[C@@H:15]3[CH2:16][CH2:17][CH2:18][CH2:19][C@H:14]3[N:13]([C:20]3[CH:25]=[CH:24][C:23]([C:26]#[N:27])=[C:22]([C:28]([F:31])([F:30])[F:29])[CH:21]=3)[C:12]2=[O:32])=[CH:7][C:6]=1[CH3:33])C.[OH-].[Na+]. No catalyst specified. The product is [C:26]([C:23]1[CH:24]=[CH:25][C:20]([N:13]2[C@@H:14]3[CH2:19][CH2:18][CH2:17][CH2:16][C@H:15]3[N:11]([C:8]3[CH:9]=[CH:10][C:5]([C:4]([OH:34])=[O:3])=[C:6]([CH3:33])[CH:7]=3)[C:12]2=[O:32])=[CH:21][C:22]=1[C:28]([F:30])([F:31])[F:29])#[N:27]. The yield is 0.346. (2) The reactants are [Cl:1][C:2]1[CH:3]=[C:4]([NH:8][C:9](SC)=[C:10]([C:14]#[N:15])[C:11]([NH2:13])=O)[CH:5]=[CH:6][CH:7]=1.[OH2:18].[NH2:19][NH2:20]. The catalyst is C(O)C. The product is [NH2:13][C:11]1[NH:20][N:19]=[C:9]([NH:8][C:4]2[CH:5]=[CH:6][CH:7]=[C:2]([Cl:1])[CH:3]=2)[C:10]=1[C:14]([NH2:15])=[O:18]. The yield is 0.830.